From a dataset of Full USPTO retrosynthesis dataset with 1.9M reactions from patents (1976-2016). Predict the reactants needed to synthesize the given product. (1) Given the product [Cl:21][C:14]1[C:15]([F:20])=[CH:16][CH:17]=[C:18]([F:19])[C:13]=1[CH2:12][N:8]1[C:6]2=[N:7][C:2]([C:33]3[CH:32]=[CH:31][N:30]=[C:29]([N:26]4[CH2:25][CH2:24][N:23]([CH3:22])[CH2:28][CH2:27]4)[CH:34]=3)=[CH:3][N:4]=[C:5]2[NH:11][CH2:10][CH2:9]1, predict the reactants needed to synthesize it. The reactants are: Br[C:2]1[N:7]=[C:6]2[N:8]([CH2:12][C:13]3[C:18]([F:19])=[CH:17][CH:16]=[C:15]([F:20])[C:14]=3[Cl:21])[CH2:9][CH2:10][NH:11][C:5]2=[N:4][CH:3]=1.[CH3:22][N:23]1[CH2:28][CH2:27][N:26]([C:29]2[CH:34]=[CH:33][C:32](B3OC(C)(C)C(C)(C)O3)=[CH:31][N:30]=2)[CH2:25][CH2:24]1. (2) The reactants are: C([O:5][C:6]([CH2:8][N:9]([S:31]([C:34]1[CH:39]=[C:38]([Cl:40])[CH:37]=[C:36]([Cl:41])[CH:35]=1)(=[O:33])=[O:32])[C:10]1[CH:11]=[C:12]2[C:16](=[CH:17][CH:18]=1)[N:15]([C:19]1[N:20](C(OC(C)(C)C)=O)[CH:21]=[CH:22][N:23]=1)[CH2:14][CH2:13]2)=[O:7])(C)(C)C.FC(F)(F)C(O)=O.Cl.C(OC(C)C)(C)C. Given the product [Cl:40][C:38]1[CH:39]=[C:34]([S:31]([N:9]([CH2:8][C:6]([OH:7])=[O:5])[C:10]2[CH:11]=[C:12]3[C:16](=[CH:17][CH:18]=2)[N:15]([C:19]2[NH:23][CH:22]=[CH:21][N:20]=2)[CH2:14][CH2:13]3)(=[O:33])=[O:32])[CH:35]=[C:36]([Cl:41])[CH:37]=1, predict the reactants needed to synthesize it. (3) Given the product [F:1][C:2]([F:13])([F:14])[C:3]1[CH:4]=[C:5]([CH:10]=[CH:11][CH:12]=1)[C:6]([NH:8][O:9][CH2:17][CH:19]1[O:21][CH2:20]1)=[NH:7], predict the reactants needed to synthesize it. The reactants are: [F:1][C:2]([F:14])([F:13])[C:3]1[CH:4]=[C:5]([CH:10]=[CH:11][CH:12]=1)[C:6](=[N:8][OH:9])[NH2:7].[OH-].[K+].[CH2:17]([CH:19]1[O:21][CH2:20]1)Cl. (4) Given the product [CH3:9][O:8][C:5]1[N:6]=[CH:7][C:2]([C:18]2([OH:21])[CH2:19][CH2:20][C:15]3([O:14][CH2:13][CH2:12][O:11]3)[CH2:16][CH2:17]2)=[CH:3][C:4]=1[CH3:10], predict the reactants needed to synthesize it. The reactants are: Br[C:2]1[CH:3]=[C:4]([CH3:10])[C:5]([O:8][CH3:9])=[N:6][CH:7]=1.[O:11]1[C:15]2([CH2:20][CH2:19][C:18](=[O:21])[CH2:17][CH2:16]2)[O:14][CH2:13][CH2:12]1. (5) Given the product [CH3:26][C:21]1([CH3:27])[C:22]([CH3:25])([CH3:24])[O:23][B:19]([C:2]2[CH:18]=[CH:17][C:5]([CH2:6][N:7]3[CH2:12][CH2:11][CH:10]([C:13]([F:16])([F:15])[F:14])[CH2:9][CH2:8]3)=[CH:4][CH:3]=2)[O:20]1, predict the reactants needed to synthesize it. The reactants are: Br[C:2]1[CH:18]=[CH:17][C:5]([CH2:6][N:7]2[CH2:12][CH2:11][CH:10]([C:13]([F:16])([F:15])[F:14])[CH2:9][CH2:8]2)=[CH:4][CH:3]=1.[B:19]1([B:19]2[O:23][C:22]([CH3:25])([CH3:24])[C:21]([CH3:27])([CH3:26])[O:20]2)[O:23][C:22]([CH3:25])([CH3:24])[C:21]([CH3:27])([CH3:26])[O:20]1.C([O-])(=O)C.[K+]. (6) Given the product [C:12]([C:13]1[NH:17][C:16]([C@@H:18]2[CH2:23][C@@H:22]3[C@@H:20]([CH2:21]3)[N:19]2[C:24]([O:26][C:27]([CH3:30])([CH3:29])[CH3:28])=[O:25])=[N:15][CH:14]=1)#[CH:11], predict the reactants needed to synthesize it. The reactants are: C(=O)([O-])[O-].[K+].[K+].C[Si]([C:11]#[C:12][C:13]1[NH:17][C:16]([C@@H:18]2[CH2:23][C@@H:22]3[C@@H:20]([CH2:21]3)[N:19]2[C:24]([O:26][C:27]([CH3:30])([CH3:29])[CH3:28])=[O:25])=[N:15][CH:14]=1)(C)C. (7) Given the product [CH2:1]([O:13][CH2:14][C@@H:15]1[CH2:16][O:18]1)[CH2:2][CH2:3][CH2:4][CH2:5][CH2:6][CH2:7][CH2:8][CH2:9][CH2:10][CH2:11][CH3:12], predict the reactants needed to synthesize it. The reactants are: [CH2:1]([O:13][CH2:14][C@@H:15]([OH:18])[CH2:16]O)[CH2:2][CH2:3][CH2:4][CH2:5][CH2:6][CH2:7][CH2:8][CH2:9][CH2:10][CH2:11][CH3:12].C([O-])([O-])=O.[Na+].[Na+].[OH-].[Na+]. (8) Given the product [CH:1]1([C:6]2[CH:7]=[C:8]([CH:11]=[CH:12][C:13]=2[O:14][CH3:15])[CH:9]=[C:20]2[C:19]3[C:23](=[CH:24][CH:25]=[C:17]([F:16])[CH:18]=3)[NH:22][C:21]2=[O:26])[CH2:5][CH2:4][CH2:3][CH2:2]1, predict the reactants needed to synthesize it. The reactants are: [CH:1]1([C:6]2[CH:7]=[C:8]([CH:11]=[CH:12][C:13]=2[O:14][CH3:15])[CH:9]=O)[CH2:5][CH2:4][CH2:3][CH2:2]1.[F:16][C:17]1[CH:18]=[C:19]2[C:23](=[CH:24][CH:25]=1)[NH:22][C:21](=[O:26])[CH2:20]2. (9) Given the product [OH:1][C:2]1[CH:9]=[C:8]([OH:10])[C:7]([CH:11]2[C:19]3[C:14](=[CH:15][CH:16]=[CH:17][CH:18]=3)[N:13]([CH2:20][C:21]3[CH:22]=[CH:23][C:24]([O:27][CH3:28])=[CH:25][CH:26]=3)[C:12]2=[O:29])=[CH:6][C:3]=1[C:4]#[N:5], predict the reactants needed to synthesize it. The reactants are: [OH:1][C:2]1[CH:9]=[C:8]([OH:10])[C:7]([C:11]2(O)[C:19]3[C:14](=[CH:15][CH:16]=[CH:17][CH:18]=3)[N:13]([CH2:20][C:21]3[CH:26]=[CH:25][C:24]([O:27][CH3:28])=[CH:23][CH:22]=3)[C:12]2=[O:29])=[CH:6][C:3]=1[C:4]#[N:5].C([SiH](CC)CC)C.FC(F)(F)C(O)=O.